Dataset: Full USPTO retrosynthesis dataset with 1.9M reactions from patents (1976-2016). Task: Predict the reactants needed to synthesize the given product. (1) The reactants are: [C:1]1([C:7]2[N:8]=[C:9]([C:17]3[CH:22]=[CH:21][N:20]=[C:19]([NH:23][C:24](=[O:26])[CH3:25])[CH:18]=3)[S:10][C:11]=2[C:12]2[NH:16][CH:15]=[N:14][N:13]=2)[CH:6]=[CH:5][CH:4]=[CH:3][CH:2]=1.O.C1(C)C=CC(S(O)(=O)=O)=CC=1.[O:39]1[CH:44]=[CH:43][CH2:42][CH2:41][CH2:40]1. Given the product [C:1]1([C:7]2[N:8]=[C:9]([C:17]3[CH:22]=[CH:21][N:20]=[C:19]([NH:23][C:24](=[O:26])[CH3:25])[CH:18]=3)[S:10][C:11]=2[C:12]2[N:16]=[CH:15][N:14]([CH:40]3[CH2:41][CH2:42][CH2:43][CH2:44][O:39]3)[N:13]=2)[CH:2]=[CH:3][CH:4]=[CH:5][CH:6]=1, predict the reactants needed to synthesize it. (2) Given the product [CH:1]1([CH2:7][CH2:8][CH2:9][C:10]([CH3:27])([C:21]2[CH:22]=[CH:23][CH:24]=[CH:25][CH:26]=2)[C:11]([OH:13])=[O:12])[CH2:2][CH2:3][CH2:4][CH2:5][CH2:6]1, predict the reactants needed to synthesize it. The reactants are: [CH:1]1(/[CH:7]=[CH:8]/[CH2:9][C:10]([CH3:27])([C:21]2[CH:26]=[CH:25][CH:24]=[CH:23][CH:22]=2)[C:11]([O:13]CC2C=CC=CC=2)=[O:12])[CH2:6][CH2:5][CH2:4][CH2:3][CH2:2]1. (3) The reactants are: [Cl:1][C:2]1[CH:3]=[CH:4][C:5]([O:9][CH3:10])=[C:6]([CH:8]=1)[NH2:7].[C:11]([C:13]1[CH:18]=[CH:17][C:16]([S:19](Cl)(=[O:21])=[O:20])=[CH:15][CH:14]=1)#[N:12]. Given the product [Cl:1][C:2]1[CH:3]=[CH:4][C:5]([O:9][CH3:10])=[C:6]([NH:7][S:19]([C:16]2[CH:15]=[CH:14][C:13]([C:11]#[N:12])=[CH:18][CH:17]=2)(=[O:21])=[O:20])[CH:8]=1, predict the reactants needed to synthesize it. (4) Given the product [C:1]([O-:5])([CH3:4])([CH3:3])[CH3:2].[Cl:24][C:25]1[CH:26]=[C:27]([CH:28]=[CH:29][C:30]=1[CH3:31])[NH:32][C:33]([NH:6][C:7]1[CH:8]=[CH:9][C:10]([O:22][CH3:23])=[C:11]([N:13]2[CH2:18][CH2:17][N:16]([C:19]([OH:21])=[O:20])[CH2:15][CH2:14]2)[CH:12]=1)=[O:34], predict the reactants needed to synthesize it. The reactants are: [C:1]([O-:5])([CH3:4])([CH3:3])[CH3:2].[NH2:6][C:7]1[CH:8]=[CH:9][C:10]([O:22][CH3:23])=[C:11]([N:13]2[CH2:18][CH2:17][N:16]([C:19]([OH:21])=[O:20])[CH2:15][CH2:14]2)[CH:12]=1.[Cl:24][C:25]1[CH:26]=[C:27]([N:32]=[C:33]=[O:34])[CH:28]=[CH:29][C:30]=1[CH3:31]. (5) Given the product [CH3:11][O:12][C:13](=[O:23])[CH2:14][CH2:15][CH2:16][CH2:17][CH2:18][CH2:19][C:20](=[O:21])[NH:1][CH2:2][CH:3]([OH:4])[C:5]1[CH:10]=[CH:9][CH:8]=[CH:7][CH:6]=1, predict the reactants needed to synthesize it. The reactants are: [NH2:1][CH2:2][CH:3]([C:5]1[CH:10]=[CH:9][CH:8]=[CH:7][CH:6]=1)[OH:4].[CH3:11][O:12][C:13](=[O:23])[CH2:14][CH2:15][CH2:16][CH2:17][CH2:18][CH2:19][C:20](O)=[O:21].ON1C2C=CC=CC=2N=N1. (6) Given the product [CH2:1]=[CH2:2].[CH2:7]=[CH:8][CH3:9].[CH2:1]=[CH:2][CH:3]=[CH2:4], predict the reactants needed to synthesize it. The reactants are: [CH2:1]=[CH:2][CH:3]=[CH2:4].C=C.[CH2:7]=[CH:8][CH3:9].